The task is: Predict the product of the given reaction.. This data is from Forward reaction prediction with 1.9M reactions from USPTO patents (1976-2016). The product is: [O:49]=[C:47]([N:54]1[CH2:55][CH2:56][N:51]([C:57](=[O:58])[C:59]2[CH:64]=[C:63]([F:65])[C:62]([F:66])=[C:61]([F:67])[CH:60]=2)[CH2:52][CH2:53]1)[CH2:46][NH:45][C:43]([C:40]1[CH:39]=[C:38]([C:33]2[CH:34]=[CH:35][CH:36]=[CH:37][C:32]=2[OH:31])[NH:42][N:41]=1)=[O:44]. Given the reactants CCN(C(C)C)C(C)C.C1C=CC2N(O)N=NC=2C=1.CCN=C=NCCCN(C)C.[OH:31][C:32]1[CH:37]=[CH:36][CH:35]=[CH:34][C:33]=1[C:38]1[NH:42][N:41]=[C:40]([C:43]([NH:45][CH2:46][C:47]([OH:49])=O)=[O:44])[CH:39]=1.Cl.[N:51]1([C:57]([C:59]2[CH:64]=[C:63]([F:65])[C:62]([F:66])=[C:61]([F:67])[CH:60]=2)=[O:58])[CH2:56][CH2:55][NH:54][CH2:53][CH2:52]1.FC1C=C(C=C(F)C=1F)C(O)=O, predict the reaction product.